This data is from Forward reaction prediction with 1.9M reactions from USPTO patents (1976-2016). The task is: Predict the product of the given reaction. (1) Given the reactants C(O[C:4]([C:6]1([CH2:12][CH2:13]OC)[CH2:11][CH2:10][NH:9][CH2:8][CH2:7]1)=[O:5])C.[Cl:16][C:17]1[CH:22]=[CH:21][CH:20]=[CH:19][C:18]=1[S:23](Cl)(=[O:25])=[O:24].[CH:27]1([C:30]2[CH:36]=[CH:35][C:33]([NH2:34])=[CH:32][CH:31]=2)[CH2:29][CH2:28]1, predict the reaction product. The product is: [Cl:16][C:17]1[CH:22]=[CH:21][CH:20]=[CH:19][C:18]=1[S:23]([N:9]1[CH2:8][CH2:7][C:6]2([C:4](=[O:5])[N:34]([C:33]3[CH:35]=[CH:36][C:30]([CH:27]4[CH2:29][CH2:28]4)=[CH:31][CH:32]=3)[CH2:13][CH2:12]2)[CH2:11][CH2:10]1)(=[O:25])=[O:24]. (2) Given the reactants [Cl:1][C:2]1[CH:3]=[C:4]([C:9](=O)[CH2:10][C:11](=O)[C:12]([F:15])([F:14])[F:13])[CH:5]=[CH:6][C:7]=1[F:8].[NH2:18][C:19]1[C:23]([C:24]2[CH:29]=[C:28]([CH3:30])[N:27]=[C:26]([CH3:31])[CH:25]=2)=[CH:22][NH:21][N:20]=1, predict the reaction product. The product is: [Cl:1][C:2]1[CH:3]=[C:4]([C:9]2[CH:10]=[C:11]([C:12]([F:15])([F:14])[F:13])[N:20]3[N:21]=[CH:22][C:23]([C:24]4[CH:29]=[C:28]([CH3:30])[N:27]=[C:26]([CH3:31])[CH:25]=4)=[C:19]3[N:18]=2)[CH:5]=[CH:6][C:7]=1[F:8]. (3) The product is: [CH3:15][O:9][C:8](=[O:10])[CH:7]([O:6][C:5]1[CH:4]=[CH:3][C:2]([OH:1])=[CH:13][CH:12]=1)[CH3:11]. Given the reactants [OH:1][C:2]1[CH:13]=[CH:12][C:5]([O:6][CH:7]([CH3:11])[C:8]([OH:10])=[O:9])=[CH:4][CH:3]=1.S1C=CC=[C:15]1Cl, predict the reaction product. (4) Given the reactants [Cl:1][C:2]1[CH:7]=[C:6]([Cl:8])[CH:5]=[CH:4][C:3]=1[C:9]1[N:14]=[C:13](O)[N:12]2[CH:16]=[C:17]([CH2:19][N:20]3[CH2:25][CH2:24][N:23]([CH3:26])[CH2:22][CH2:21]3)[N:18]=[C:11]2[CH:10]=1.P(Cl)(Cl)([Cl:29])=O, predict the reaction product. The product is: [Cl:29][C:13]1[N:12]2[CH:16]=[C:17]([CH2:19][N:20]3[CH2:25][CH2:24][N:23]([CH3:26])[CH2:22][CH2:21]3)[N:18]=[C:11]2[CH:10]=[C:9]([C:3]2[CH:4]=[CH:5][C:6]([Cl:8])=[CH:7][C:2]=2[Cl:1])[N:14]=1.